The task is: Predict the reactants needed to synthesize the given product.. This data is from Full USPTO retrosynthesis dataset with 1.9M reactions from patents (1976-2016). (1) Given the product [CH2:18]([O:17][C:16]1[C:7]([C:5]([OH:6])=[O:4])=[CH:8][C:9]2[C:14]([CH:15]=1)=[CH:13][CH:12]=[C:11]([O:25][CH2:26][CH2:27][CH3:28])[CH:10]=2)[C:19]1[CH:20]=[CH:21][CH:22]=[CH:23][CH:24]=1, predict the reactants needed to synthesize it. The reactants are: C([O:4][C:5]([C:7]1[C:16]([O:17][CH2:18][C:19]2[CH:24]=[CH:23][CH:22]=[CH:21][CH:20]=2)=[CH:15][C:14]2[C:9](=[CH:10][C:11]([O:25][CH2:26][CH2:27][CH3:28])=[CH:12][CH:13]=2)[CH:8]=1)=[O:6])CC.[OH-].[Na+]. (2) Given the product [CH2:1]([N:3]1[C:11]2[C:6](=[C:7]([OH:13])[CH:8]=[C:9]([F:12])[CH:10]=2)[C:5]([CH:14]2[CH2:19][CH2:18][CH2:17][N:16]([C:25]([O:24][C:20]([CH3:23])([CH3:22])[CH3:21])=[O:26])[CH2:15]2)=[CH:4]1)[CH3:2], predict the reactants needed to synthesize it. The reactants are: [CH2:1]([N:3]1[C:11]2[CH:10]=[C:9]([F:12])[CH:8]=[C:7]([OH:13])[C:6]=2[C:5]([CH:14]2[CH2:19][CH2:18][CH2:17][NH:16][CH2:15]2)=[CH:4]1)[CH3:2].[C:20]([O:24][C:25](O[C:25]([O:24][C:20]([CH3:23])([CH3:22])[CH3:21])=[O:26])=[O:26])([CH3:23])([CH3:22])[CH3:21]. (3) Given the product [N:27]([CH2:30][CH2:31][S:32][C:33]1[N:34]=[CH:35][N:36]2[CH:40]=[C:39]([C:8]3[C@H:9]([CH3:10])[C@@H:5]4[C@@H:4]([C@H:2]([OH:1])[CH3:3])[C:25](=[O:26])[N:6]4[C:7]=3[C:12]([O:14][CH2:15][C:16]3[CH:21]=[CH:20][C:19]([N+:22]([O-:24])=[O:23])=[CH:18][CH:17]=3)=[O:13])[S:38][C:37]=12)=[N+:28]=[N-:29], predict the reactants needed to synthesize it. The reactants are: [OH:1][C@@H:2]([C@H:4]1[C:25](=[O:26])[N:6]2[C@@H:7]([C:12]([O:14][CH2:15][C:16]3[CH:21]=[CH:20][C:19]([N+:22]([O-:24])=[O:23])=[CH:18][CH:17]=3)=[O:13])[C:8](=O)[C@H:9]([CH3:10])[C@H:5]12)[CH3:3].[N:27]([CH2:30][CH2:31][S:32][C:33]1[N:34]=[CH:35][N:36]2[CH:40]=[C:39]([Sn](CCCC)(CCCC)CCCC)[S:38][C:37]=12)=[N+:28]=[N-:29]. (4) Given the product [Br:6][C:7]1[CH:12]=[CH:11][C:10]2[C:13]3[CH:18]=[CH:17][C:16]([Br:19])=[CH:15][C:14]=3[P:23](=[O:31])([C:24]3[CH:29]=[CH:28][CH:27]=[CH:26][CH:25]=3)[C:9]=2[CH:8]=1, predict the reactants needed to synthesize it. The reactants are: C([Li])CCC.[Br:6][C:7]1[CH:12]=[CH:11][C:10]([C:13]2[CH:18]=[CH:17][C:16]([Br:19])=[CH:15][C:14]=2I)=[C:9](I)[CH:8]=1.Cl[P:23](=[O:31])(Cl)[C:24]1[CH:29]=[CH:28][CH:27]=[CH:26][CH:25]=1.O. (5) Given the product [CH2:1]([O:8][C:9]1[CH:18]=[C:17]2[C:12]([C:13]([NH:23][C:24]3[CH:28]=[C:27]([CH3:29])[NH:26][N:25]=3)=[N:14][C:15]([Cl:19])=[N:16]2)=[CH:11][C:10]=1[O:21][CH3:22])[C:2]1[CH:7]=[CH:6][CH:5]=[CH:4][CH:3]=1, predict the reactants needed to synthesize it. The reactants are: [CH2:1]([O:8][C:9]1[CH:18]=[C:17]2[C:12]([C:13](Cl)=[N:14][C:15]([Cl:19])=[N:16]2)=[CH:11][C:10]=1[O:21][CH3:22])[C:2]1[CH:7]=[CH:6][CH:5]=[CH:4][CH:3]=1.[NH2:23][C:24]1[CH:28]=[C:27]([CH3:29])[NH:26][N:25]=1.C(N(CC)CC)C. (6) Given the product [C:1]([C:4]1[N:5]=[C:6]([Cl:41])[C:7]([NH:28][C@@H:29]2[CH2:33][CH2:32][N:31]([C:34]([O:36][C:37]([CH3:40])([CH3:39])[CH3:38])=[O:35])[CH2:30]2)=[N:8][C:9]=1[NH:10][C:11]1[CH:16]=[CH:15][C:14]([N:17]2[CH2:26][CH2:25][C:20]3([O:21][CH2:22][CH2:23][O:24]3)[CH2:19][CH2:18]2)=[C:13]([CH3:27])[CH:12]=1)(=[O:3])[NH2:2], predict the reactants needed to synthesize it. The reactants are: [C:1]([C:4]1[N:5]=[CH:6][C:7]([NH:28][C@@H:29]2[CH2:33][CH2:32][N:31]([C:34]([O:36][C:37]([CH3:40])([CH3:39])[CH3:38])=[O:35])[CH2:30]2)=[N:8][C:9]=1[NH:10][C:11]1[CH:16]=[CH:15][C:14]([N:17]2[CH2:26][CH2:25][C:20]3([O:24][CH2:23][CH2:22][O:21]3)[CH2:19][CH2:18]2)=[C:13]([CH3:27])[CH:12]=1)(=[O:3])[NH2:2].[Cl:41]N1C(=O)CCC1=O. (7) Given the product [Br:26][CH2:2][C:3]1[S:4][C:5]2[C:11]([C:12]3[CH:13]=[C:14]([NH:18][C:19](=[O:24])[CH2:20][CH2:21][O:22][CH3:23])[CH:15]=[CH:16][CH:17]=3)=[CH:10][CH:9]=[CH:8][C:6]=2[CH:7]=1, predict the reactants needed to synthesize it. The reactants are: O[CH2:2][C:3]1[S:4][C:5]2[C:11]([C:12]3[CH:13]=[C:14]([NH:18][C:19](=[O:24])[CH2:20][CH2:21][O:22][CH3:23])[CH:15]=[CH:16][CH:17]=3)=[CH:10][CH:9]=[CH:8][C:6]=2[CH:7]=1.P(Br)(Br)[Br:26]. (8) Given the product [F:25][CH:4]([F:3])[C:5]1[CH:10]=[CH:9][C:8](/[CH:11]=[CH:12]/[C:13]([OH:15])=[O:14])=[C:7]([CH2:18][N:19]2[N:23]=[N:22][C:21]([CH3:24])=[N:20]2)[CH:6]=1, predict the reactants needed to synthesize it. The reactants are: [OH-].[Li+].[F:3][CH:4]([F:25])[C:5]1[CH:10]=[CH:9][C:8](/[CH:11]=[CH:12]/[C:13]([O:15]CC)=[O:14])=[C:7]([CH2:18][N:19]2[N:23]=[N:22][C:21]([CH3:24])=[N:20]2)[CH:6]=1. (9) The reactants are: [OH-].[Li+].[NH2:3][C:4]1[C@:8]2([CH2:13][CH2:12][N:11]([C:14]([O:16][CH2:17][C:18]3[CH:23]=[CH:22][CH:21]=[CH:20][CH:19]=3)=[O:15])[C@@H:10]([CH3:24])[CH2:9]2)[N:7]([C:25]2[CH:30]=[CH:29][CH:28]=[C:27]([F:31])[CH:26]=2)[S:6](=[O:33])(=[O:32])[C:5]=1C(OC)=O. Given the product [NH2:3][C:4]1[C@:8]2([CH2:13][CH2:12][N:11]([C:14]([O:16][CH2:17][C:18]3[CH:19]=[CH:20][CH:21]=[CH:22][CH:23]=3)=[O:15])[C@@H:10]([CH3:24])[CH2:9]2)[N:7]([C:25]2[CH:30]=[CH:29][CH:28]=[C:27]([F:31])[CH:26]=2)[S:6](=[O:33])(=[O:32])[CH:5]=1, predict the reactants needed to synthesize it.